Dataset: Peptide-MHC class II binding affinity with 134,281 pairs from IEDB. Task: Regression. Given a peptide amino acid sequence and an MHC pseudo amino acid sequence, predict their binding affinity value. This is MHC class II binding data. (1) The peptide sequence is TKQQVFIQSEDPPVL. The MHC is DRB1_1302 with pseudo-sequence DRB1_1302. The binding affinity (normalized) is 0.743. (2) The peptide sequence is QLVPKLDEVYNAAYN. The MHC is HLA-DQA10102-DQB10502 with pseudo-sequence HLA-DQA10102-DQB10502. The binding affinity (normalized) is 0.0899. (3) The peptide sequence is IKCFEKFLEPKVKFG. The MHC is DRB1_0301 with pseudo-sequence DRB1_0301. The binding affinity (normalized) is 0.337. (4) The peptide sequence is VALFAVFLGSAHGIP. The MHC is HLA-DQA10301-DQB10302 with pseudo-sequence HLA-DQA10301-DQB10302. The binding affinity (normalized) is 0.302.